Dataset: Full USPTO retrosynthesis dataset with 1.9M reactions from patents (1976-2016). Task: Predict the reactants needed to synthesize the given product. (1) The reactants are: [Cl:1][C:2]1[CH:32]=[CH:31][C:5]([CH2:6][N:7]2[C:15]3[C:10](=[CH:11][C:12](/[CH:16]=[C:17]4/[C:18](=[O:30])[N:19]([CH2:23][C@@H:24]5[CH2:28][C@@H:27]([OH:29])[CH2:26][NH:25]5)[C:20](=[O:22])[S:21]/4)=[CH:13][CH:14]=3)[CH:9]=[N:8]2)=[C:4]([C:33]([F:36])([F:35])[F:34])[CH:3]=1.[CH3:37][O:38][CH2:39][CH2:40]Br. Given the product [Cl:1][C:2]1[CH:32]=[CH:31][C:5]([CH2:6][N:7]2[C:15]3[C:10](=[CH:11][C:12](/[CH:16]=[C:17]4/[C:18](=[O:30])[N:19]([CH2:23][C@@H:24]5[CH2:28][C@@H:27]([OH:29])[CH2:26][N:25]5[CH2:40][CH2:39][O:38][CH3:37])[C:20](=[O:22])[S:21]/4)=[CH:13][CH:14]=3)[CH:9]=[N:8]2)=[C:4]([C:33]([F:36])([F:35])[F:34])[CH:3]=1, predict the reactants needed to synthesize it. (2) Given the product [CH:1]1([N:5]2[CH2:6][CH2:7][CH:8]([O:11][C:12]3[CH:13]=[C:14]4[C:19](=[CH:20][CH:21]=3)[N:18]([C:27]3[CH:26]=[N:25][C:24]5[C:29]([CH:28]=3)=[CH:30][CH:31]=[CH:32][CH:33]=5)[C:17](=[O:22])[CH2:16][CH2:15]4)[CH2:9][CH2:10]2)[CH2:4][CH2:3][CH2:2]1, predict the reactants needed to synthesize it. The reactants are: [CH:1]1([N:5]2[CH2:10][CH2:9][CH:8]([O:11][C:12]3[CH:13]=[C:14]4[C:19](=[CH:20][CH:21]=3)[NH:18][C:17](=[O:22])[CH2:16][CH2:15]4)[CH2:7][CH2:6]2)[CH2:4][CH2:3][CH2:2]1.Br[C:24]1[N:25]=[CH:26][C:27]2[C:32]([CH:33]=1)=[CH:31][CH:30]=[CH:29][CH:28]=2.CN[C@@H]1CCCC[C@H]1NC.C(=O)([O-])[O-].[Cs+].[Cs+]. (3) Given the product [F:63][CH:64]([F:81])[O:65][C:66]1[CH:71]=[C:70]([C:16]2[CH:15]=[CH:14][C:9]([C:10]([O:12][CH3:13])=[O:11])=[CH:8][C:7]=2[CH:3]2[CH2:4][CH2:5][CH2:6][C:2]2([CH3:25])[CH3:1])[CH:69]=[CH:68][CH:67]=1, predict the reactants needed to synthesize it. The reactants are: [CH3:1][C:2]1([CH3:25])[CH2:6][CH2:5][CH2:4][CH:3]1[C:7]1[CH:8]=[C:9]([CH:14]=[CH:15][C:16]=1OS(C(F)(F)F)(=O)=O)[C:10]([O:12][CH3:13])=[O:11].COC1C=CC=C(OC)C=1C1C=CC=CC=1P(C1CCCCC1)C1CCCCC1.[O-]P([O-])([O-])=O.[K+].[K+].[K+].[F:63][CH:64]([F:81])[O:65][C:66]1[CH:67]=[C:68](B2OC(C)(C)C(C)(C)O2)[CH:69]=[CH:70][CH:71]=1. (4) Given the product [CH2:21]([O:23][C:24]1[CH:29]=[N:28][C:27]([C:30]2[CH:31]=[C:32]([CH:33]=[CH:34][CH:35]=2)[O:36][C:2]2[C:7](=[O:8])[CH:6]=[CH:5][N:4]([C:9]3[CH:10]=[N:11][N:12]([CH3:14])[CH:13]=3)[N:3]=2)=[N:26][CH:25]=1)[CH3:22], predict the reactants needed to synthesize it. The reactants are: Cl[C:2]1[C:7](=[O:8])[CH:6]=[CH:5][N:4]([C:9]2[CH:10]=[N:11][N:12]([CH3:14])[CH:13]=2)[N:3]=1.C(=O)([O-])[O-].[K+].[K+].[CH2:21]([O:23][C:24]1[CH:25]=[N:26][C:27]([C:30]2[CH:31]=[C:32]([OH:36])[CH:33]=[CH:34][CH:35]=2)=[N:28][CH:29]=1)[CH3:22].CN(C=O)C. (5) Given the product [C:9](/[C:8](=[C:11]1/[NH:12][C:13]2[CH:21]=[CH:20][CH:19]=[CH:18][C:14]=2[N:15]/1[CH2:16][CH3:17])/[C:6]1[C:5]([CH3:22])=[CH:4][N:3]=[C:2]([NH:1][C:31]([CH:28]2[CH2:29][CH2:30][N:25]([CH3:24])[CH2:26][CH2:27]2)=[O:32])[N:7]=1)#[N:10], predict the reactants needed to synthesize it. The reactants are: [NH2:1][C:2]1[N:7]=[C:6](/[C:8](=[C:11]2\[NH:12][C:13]3[CH:21]=[CH:20][CH:19]=[CH:18][C:14]=3[N:15]\2[CH2:16][CH3:17])/[C:9]#[N:10])[C:5]([CH3:22])=[CH:4][N:3]=1.Cl.[CH3:24][N:25]1[CH2:30][CH2:29][CH:28]([C:31](O)=[O:32])[CH2:27][CH2:26]1. (6) Given the product [CH3:1][C:31]1[C:39]2[C:38](=[O:40])[N:37]([CH2:41][O:42][CH2:43][CH2:44][Si:45]([CH3:48])([CH3:47])[CH3:46])[N:36]=[CH:35][C:34]=2[N:33]([CH2:49][O:50][CH2:51][CH2:52][Si:53]([CH3:56])([CH3:55])[CH3:54])[CH:32]=1, predict the reactants needed to synthesize it. The reactants are: [CH:1]1(P(C2CCCCC2)C2C=CC=CC=2C2C(OC)=CC=CC=2OC)CCCCC1.I[C:31]1[C:39]2[C:38](=[O:40])[N:37]([CH2:41][O:42][CH2:43][CH2:44][Si:45]([CH3:48])([CH3:47])[CH3:46])[N:36]=[CH:35][C:34]=2[N:33]([CH2:49][O:50][CH2:51][CH2:52][Si:53]([CH3:56])([CH3:55])[CH3:54])[CH:32]=1.CB(O)O.P([O-])([O-])([O-])=O.[K+].[K+].[K+]. (7) Given the product [N:45]1([C:42]2[CH:41]=[CH:40][C:39]([NH:38][C:37]([NH:16][CH:13]3[CH2:14][CH2:15][N:11]([C:5]4[C:6]5[S:10][CH:9]=[CH:8][C:7]=5[N:2]=[CH:3][N:4]=4)[CH2:12]3)=[O:36])=[CH:44][CH:43]=2)[CH2:46][CH2:47][O:48][CH2:49][CH2:50]1, predict the reactants needed to synthesize it. The reactants are: Cl.[N:2]1[C:7]2[CH:8]=[CH:9][S:10][C:6]=2[C:5]([N:11]2[CH2:15][CH2:14][CH:13]([NH2:16])[CH2:12]2)=[N:4][CH:3]=1.C(N(C(C)C)CC)(C)C.Cl.[N+](C1C=CC([O:36][C:37](=O)[NH:38][C:39]2[CH:44]=[CH:43][C:42]([N:45]3[CH2:50][CH2:49][O:48][CH2:47][CH2:46]3)=[CH:41][CH:40]=2)=CC=1)([O-])=O.C(#N)C. (8) Given the product [CH3:4][N:5]([C:14]1[CH:15]=[C:16]([CH:22]=[CH:23][CH:24]=1)[C:17]([OH:19])=[O:18])[C:6]([O:8][CH2:9][C:10]([Cl:11])([Cl:13])[Cl:12])=[O:7], predict the reactants needed to synthesize it. The reactants are: C(O)C.[CH3:4][N:5]([C:14]1[CH:15]=[C:16]([CH:22]=[CH:23][CH:24]=1)[C:17]([O:19]CC)=[O:18])[C:6]([O:8][CH2:9][C:10]([Cl:13])([Cl:12])[Cl:11])=[O:7].[OH-].[Na+].Cl. (9) Given the product [Cl:35][C:30]1[CH:29]=[C:28]([CH:33]=[CH:32][C:31]=1[F:34])[CH2:27][N:12]([C:3]1[C:2]([Cl:1])=[CH:7][C:6]([C:8]([F:11])([F:9])[F:10])=[CH:5][N:4]=1)[S:13]([C:16]1[CH:25]=[CH:24][C:19]([C:20]([O:22][CH3:23])=[O:21])=[CH:18][CH:17]=1)(=[O:15])=[O:14], predict the reactants needed to synthesize it. The reactants are: [Cl:1][C:2]1[C:3]([NH:12][S:13]([C:16]2[CH:25]=[CH:24][C:19]([C:20]([O:22][CH3:23])=[O:21])=[CH:18][CH:17]=2)(=[O:15])=[O:14])=[N:4][CH:5]=[C:6]([C:8]([F:11])([F:10])[F:9])[CH:7]=1.Br[CH2:27][C:28]1[CH:33]=[CH:32][C:31]([F:34])=[C:30]([Cl:35])[CH:29]=1. (10) Given the product [CH2:1]([O:9][C:8](=[O:7])[OH:10])[CH2:2][CH2:3][CH2:4][CH3:5].[CH2:1]([NH3+:6])[CH2:2][CH2:3][CH2:4][CH3:5], predict the reactants needed to synthesize it. The reactants are: [CH2:1]([NH2:6])[CH2:2][CH2:3][CH2:4][CH3:5].[OH2:7].[C:8](=[O:10])=[O:9].